The task is: Predict which catalyst facilitates the given reaction.. This data is from Catalyst prediction with 721,799 reactions and 888 catalyst types from USPTO. Reactant: [CH3:1]C(C)([O-])C.[K+].[CH2:7]([O:9][C:10]1[CH:30]=[CH:29][C:13]2[C@@H:14]3[CH2:20][CH2:19][C@@H:18]([CH:21]4[CH2:26][CH2:25][CH:24]([CH:27]=O)[CH2:23][CH2:22]4)[CH2:17][C@H:15]3[O:16][C:12]=2[C:11]=1[F:31])[CH3:8].O.Cl. Product: [CH2:7]([O:9][C:10]1[CH:30]=[CH:29][C:13]2[C@@H:14]3[CH2:20][CH2:19][C@@H:18]([CH:21]4[CH2:22][CH2:23][CH:24]([CH:27]=[CH2:1])[CH2:25][CH2:26]4)[CH2:17][C@H:15]3[O:16][C:12]=2[C:11]=1[F:31])[CH3:8]. The catalyst class is: 307.